Dataset: Retrosynthesis with 50K atom-mapped reactions and 10 reaction types from USPTO. Task: Predict the reactants needed to synthesize the given product. (1) Given the product Ic1ccc(OCC2CO2)cc1, predict the reactants needed to synthesize it. The reactants are: BrCC1CO1.Oc1ccc(I)cc1. (2) Given the product COc1cncc2nc(-c3ccnc(Cl)c3)nc(N3CCC[C@@H](O)C3)c12, predict the reactants needed to synthesize it. The reactants are: COc1cncc2nc(-c3ccnc(Cl)c3)nc(O)c12.O[C@@H]1CCCNC1.